The task is: Predict the reaction yield, written as a fraction of the theoretical maximum amount of product (1.0 means a 100% yield; for example, 0.34 means a 34% yield).. This data is from Reaction yield outcomes from USPTO patents with 853,638 reactions. (1) The reactants are [CH2:1]([O:3][C:4]([C:6]1[C:10]([CH2:11][OH:12])=[CH:9][S:8][C:7]=1[NH:13][C:14]([O:16][C:17]([CH3:20])([CH3:19])[CH3:18])=[O:15])=[O:5])[CH3:2]. The catalyst is C(Cl)Cl.[O-2].[O-2].[Mn+4]. The product is [CH2:1]([O:3][C:4]([C:6]1[C:10]([CH:11]=[O:12])=[CH:9][S:8][C:7]=1[NH:13][C:14]([O:16][C:17]([CH3:18])([CH3:20])[CH3:19])=[O:15])=[O:5])[CH3:2]. The yield is 0.950. (2) The reactants are [F:1][C:2]1[CH:3]=[C:4]([C:16]([NH:18][CH2:19][C:20]2[CH:29]=[CH:28][C:23]([C:24]([O:26]C)=[O:25])=[CH:22][CH:21]=2)=[O:17])[C:5]([O:8][C:9]2[CH:14]=[CH:13][C:12]([F:15])=[CH:11][CH:10]=2)=[N:6][CH:7]=1.[OH-].[Na+]. The catalyst is CO. The product is [F:1][C:2]1[CH:3]=[C:4]([C:16]([NH:18][CH2:19][C:20]2[CH:21]=[CH:22][C:23]([C:24]([OH:26])=[O:25])=[CH:28][CH:29]=2)=[O:17])[C:5]([O:8][C:9]2[CH:14]=[CH:13][C:12]([F:15])=[CH:11][CH:10]=2)=[N:6][CH:7]=1. The yield is 0.640. (3) The reactants are [CH3:1][O:2][C:3]([C:5]1[CH:6]=[C:7]2[C:11](=[CH:12][CH:13]=1)[N:10]([CH3:14])[CH:9]=[C:8]2[CH2:15][C:16]1[CH:21]=[CH:20][C:19]([NH2:22])=[CH:18][CH:17]=1)=[O:4].CCN(C(C)C)C(C)C.[C:32](Cl)(=[O:39])[C:33]1[CH:38]=[CH:37][CH:36]=[CH:35][CH:34]=1.C1COCC1. The catalyst is CCOCC.C(OCC)(=O)C. The product is [CH3:1][O:2][C:3]([C:5]1[CH:6]=[C:7]2[C:11](=[CH:12][CH:13]=1)[N:10]([CH3:14])[CH:9]=[C:8]2[CH2:15][C:16]1[CH:17]=[CH:18][C:19]([NH:22][C:32](=[O:39])[C:33]2[CH:38]=[CH:37][CH:36]=[CH:35][CH:34]=2)=[CH:20][CH:21]=1)=[O:4]. The yield is 0.830. (4) The reactants are [OH:1][C:2]1[CH:9]=[CH:8][C:5]([CH:6]=[O:7])=[CH:4][CH:3]=1.C([O-])([O-])=O.[K+].[K+].Cl[CH2:17][C:18]1[N:27]([CH3:28])[C:26](=[O:29])[C:25]2[C:20](=[CH:21][CH:22]=[CH:23][CH:24]=2)[N:19]=1. The catalyst is CN(C=O)C.CCOC(C)=O. The product is [CH3:28][N:27]1[C:26](=[O:29])[C:25]2[C:20](=[CH:21][CH:22]=[CH:23][CH:24]=2)[N:19]=[C:18]1[CH2:17][O:1][C:2]1[CH:9]=[CH:8][C:5]([CH:6]=[O:7])=[CH:4][CH:3]=1. The yield is 0.720. (5) The reactants are C([Sn](CCCC)(CCCC)[C:6]1[S:10][CH:9]=[N:8][CH:7]=1)CCC.[Cl:19][C:20]1[CH:29]=[CH:28][C:27](I)=[CH:26][C:21]=1[C:22]([O:24][CH3:25])=[O:23]. The catalyst is C1(C)C=CC=CC=1.C1C=CC([P]([Pd]([P](C2C=CC=CC=2)(C2C=CC=CC=2)C2C=CC=CC=2)([P](C2C=CC=CC=2)(C2C=CC=CC=2)C2C=CC=CC=2)[P](C2C=CC=CC=2)(C2C=CC=CC=2)C2C=CC=CC=2)(C2C=CC=CC=2)C2C=CC=CC=2)=CC=1. The product is [Cl:19][C:20]1[CH:29]=[CH:28][C:27]([C:6]2[S:10][CH:9]=[N:8][CH:7]=2)=[CH:26][C:21]=1[C:22]([O:24][CH3:25])=[O:23]. The yield is 0.670. (6) The reactants are [Cl:1][C:2]1[CH:3]=[C:4]([CH:7]=[C:8]([Cl:28])[C:9]=1[N:10]1[CH:27]=[C:13]2[C:14]([NH:18][C:19]3[CH:24]=[C:23]([CH3:25])[N:22]=[C:21](C)[N:20]=3)=[N:15][CH:16]=[CH:17][C:12]2=[N:11]1)[C:5]#[N:6].ClC1C=C(C=C(Cl)C=1[N:43]1[CH:44]=[C:45]2[C:40](Cl)=[N:43][CH:44]=[CH:45][C:40]2=N1)C#N.N1(CC2N=CN=C(N)C=2)CCC1. No catalyst specified. The product is [N:43]1([CH2:25][C:23]2[N:22]=[CH:21][N:20]=[C:19]([NH:18][C:14]3[C:13]4=[CH:27][N:10]([C:9]5[C:8]([Cl:28])=[CH:7][C:4]([C:5]#[N:6])=[CH:3][C:2]=5[Cl:1])[N:11]=[C:12]4[CH:17]=[CH:16][N:15]=3)[CH:24]=2)[CH2:44][CH2:45][CH2:40]1. The yield is 0.170.